Dataset: Choline transporter screen with 302,306 compounds. Task: Binary Classification. Given a drug SMILES string, predict its activity (active/inactive) in a high-throughput screening assay against a specified biological target. (1) The result is 0 (inactive). The compound is s1c(CNC(=O)c2ccc(N3CCCCC3)nc2)ccc1. (2) The molecule is s1c2c(ncn(NC)c2=O)cc1. The result is 0 (inactive). (3) The compound is FC(F)(F)C1(NC(=O)N(C1=O)CCCc1ccccc1)NC(=O)c1c(OC)c(OC)c(OC)cc1. The result is 0 (inactive). (4) The compound is O(C(=O)c1[nH]c(c(c1C)C(=O)C)C)Cc1oc(nn1)c1ccccc1. The result is 0 (inactive). (5) The drug is Brc1ccc(C2CC(OC(=C2)C(=O)N2CCN(CC2)C)OCc2ccc(cc2)CO)cc1. The result is 0 (inactive). (6) The compound is S(c1cc(N2CCN(CC2)C)ccc1[N+]([O-])=O)c1[nH]c2c(n1)cccc2. The result is 0 (inactive). (7) The compound is O=C(NC1CCN(CC1)C(=O)Nc1cc(OC)ccc1)C1CCCCC1. The result is 0 (inactive). (8) The result is 0 (inactive). The molecule is OP(=O)(c1c(O)cccc1)c1ccccc1. (9) The drug is O=C(NC(c1ccccc1)C)CN(Cc1ccc(cc1)C)C. The result is 0 (inactive). (10) The molecule is O=C1CC(CC=2Nc3n4[nH]c(nc4nc(=O)c3C(C12)c1ccc(OC)cc1)C)(C)C. The result is 0 (inactive).